From a dataset of Forward reaction prediction with 1.9M reactions from USPTO patents (1976-2016). Predict the product of the given reaction. (1) Given the reactants C(OC([N:8]1[CH2:12][CH2:11][C@H:10]([C@@H:13]([OH:18])[CH2:14][O:15][CH2:16][CH3:17])[CH2:9]1)=O)(C)(C)C.F[C:20]1[C:29]2[C:24](=[CH:25][CH:26]=[CH:27][CH:28]=2)[CH:23]=[CH:22][CH:21]=1.[H-].[Na+].CCO, predict the reaction product. The product is: [CH2:16]([O:15][CH2:14][C@@H:13]([C@H:10]1[CH2:11][CH2:12][NH:8][CH2:9]1)[O:18][C:28]1[C:29]2[C:24](=[CH:23][CH:22]=[CH:21][CH:20]=2)[CH:25]=[CH:26][CH:27]=1)[CH3:17]. (2) Given the reactants [Cl:1][C:2]1[CH:7]=[CH:6][C:5]([C:8]2[S:9][CH:10]=[C:11]([CH2:13][S:14][C:15]3[C:20]([C:21]#[N:22])=[C:19]([C:23]4[CH:28]=[CH:27][C:26]([O:29][CH2:30][CH2:31][OH:32])=[CH:25][CH:24]=4)[C:18]([C:33]#[N:34])=[CH:17][N:16]=3)[N:12]=2)=[CH:4][CH:3]=1.[CH:35]([NH2:38])([CH3:37])[CH3:36].O, predict the reaction product. The product is: [Cl:1][C:2]1[CH:3]=[CH:4][C:5]([C:8]2[S:9][CH:10]=[C:11]([CH2:13][S:14][C:15]3[C:20]([C:21]#[N:22])=[C:19]([C:23]4[CH:28]=[CH:27][C:26]([O:29][CH2:30][CH2:31][OH:32])=[CH:25][CH:24]=4)[C:18]([C:33]#[N:34])=[C:17]([NH:38][CH:35]([CH3:37])[CH3:36])[N:16]=3)[N:12]=2)=[CH:6][CH:7]=1. (3) Given the reactants I[C:2]1[C:3]([CH3:13])=[N:4][N:5]([C:7]2[CH:8]=[N:9][CH:10]=[CH:11][CH:12]=2)[CH:6]=1.[N:14]1[C:23]2[CH:22]([C:24](=O)C)CCCC=2C=CC=1.C1(N)CC1.C(=O)([O-])[O-].[Cs+].[Cs+], predict the reaction product. The product is: [CH:23]1([NH:14][C:2]2[C:3]([CH3:13])=[N:4][N:5]([C:7]3[CH:8]=[N:9][CH:10]=[CH:11][CH:12]=3)[CH:6]=2)[CH2:22][CH2:24]1. (4) Given the reactants [C:1](Cl)(=[O:3])[CH3:2].FC(F)(F)C(O)=O.[NH2:12][CH2:13][CH:14]([CH3:35])[O:15][C:16]1[CH:21]=[C:20]([F:22])[CH:19]=[CH:18][C:17]=1[NH:23][C:24]1[C:25]2[C:32]([CH3:33])=[C:31]([Cl:34])[S:30][C:26]=2[N:27]=[CH:28][N:29]=1.C(N(CC)CC)C, predict the reaction product. The product is: [Cl:34][C:31]1[S:30][C:26]2[N:27]=[CH:28][N:29]=[C:24]([NH:23][C:17]3[CH:18]=[CH:19][C:20]([F:22])=[CH:21][C:16]=3[O:15][CH:14]([CH3:35])[CH2:13][NH:12][C:1](=[O:3])[CH3:2])[C:25]=2[C:32]=1[CH3:33]. (5) Given the reactants [CH3:1][N:2]([CH3:7])[S:3](Cl)(=[O:5])=[O:4].[Cl:8][C:9]1[CH:17]=[C:16]([Cl:18])[C:15]([O:19][CH3:20])=[C:14]2[C:10]=1[CH2:11][CH2:12][CH:13]2[NH:21][C:22]1[CH:31]=[CH:30][C:29]2[C:24](=[CH:25][CH:26]=[C:27]([NH2:32])[CH:28]=2)[N:23]=1, predict the reaction product. The product is: [Cl:8][C:9]1[CH:17]=[C:16]([Cl:18])[C:15]([O:19][CH3:20])=[C:14]2[C:10]=1[CH2:11][CH2:12][CH:13]2[NH:21][C:22]1[CH:31]=[CH:30][C:29]2[C:24](=[CH:25][CH:26]=[C:27]([NH:32][S:3]([N:2]([CH3:7])[CH3:1])(=[O:5])=[O:4])[CH:28]=2)[N:23]=1.